From a dataset of Forward reaction prediction with 1.9M reactions from USPTO patents (1976-2016). Predict the product of the given reaction. (1) Given the reactants [Si]([O:8][CH2:9][CH2:10][CH2:11][C:12]1[CH:17]=[CH:16][C:15]([CH2:18][CH:19]([C:35]#[N:36])[C:20]([N:22]([CH:32]2[CH2:34][CH2:33]2)[CH2:23][C:24]2[CH:29]=[CH:28][CH:27]=[C:26]([Cl:30])[C:25]=2[Cl:31])=[O:21])=[CH:14][CH:13]=1)(C(C)(C)C)(C)C.[F-].C([N+](CCCC)(CCCC)CCCC)CCC, predict the reaction product. The product is: [C:35]([CH:19]([CH2:18][C:15]1[CH:14]=[CH:13][C:12]([CH2:11][CH2:10][CH2:9][OH:8])=[CH:17][CH:16]=1)[C:20]([N:22]([CH:32]1[CH2:34][CH2:33]1)[CH2:23][C:24]1[CH:29]=[CH:28][CH:27]=[C:26]([Cl:30])[C:25]=1[Cl:31])=[O:21])#[N:36]. (2) Given the reactants Cl.O.[OH:3][C:4]12[C:15]3[C:10](=[C:11]([N+:16]([O-])=O)[CH:12]=[CH:13][CH:14]=3)[C:9](=[O:19])[C:8]1([NH:20][C:21]([C:23]1[N:24]([CH3:28])[CH:25]=[CH:26][N:27]=1)=[O:22])[C:7]1[CH:29]=[CH:30][C:31]([CH:33]([CH3:35])[CH3:34])=[CH:32][C:6]=1[O:5]2, predict the reaction product. The product is: [NH2:16][C:11]1[CH:12]=[CH:13][CH:14]=[C:15]2[C:10]=1[C:9](=[O:19])[C:8]1([NH:20][C:21]([C:23]3[N:24]([CH3:28])[CH:25]=[CH:26][N:27]=3)=[O:22])[C:7]3[CH:29]=[CH:30][C:31]([CH:33]([CH3:35])[CH3:34])=[CH:32][C:6]=3[O:5][C:4]12[OH:3].